This data is from Full USPTO retrosynthesis dataset with 1.9M reactions from patents (1976-2016). The task is: Predict the reactants needed to synthesize the given product. (1) Given the product [C:17]([C:16]([NH:15][C:5](=[O:6])[C:4]1[CH:8]=[CH:9][C:10]([C:11]([F:14])([F:13])[F:12])=[C:2]([F:1])[CH:3]=1)([CH3:32])[CH2:19][N:20]1[N:24]=[C:23]2[C:25]([Cl:31])=[CH:26][C:27]([Cl:30])=[C:28]([Cl:29])[C:22]2=[N:21]1)#[N:18], predict the reactants needed to synthesize it. The reactants are: [F:1][C:2]1[CH:3]=[C:4]([CH:8]=[CH:9][C:10]=1[C:11]([F:14])([F:13])[F:12])[C:5](Cl)=[O:6].[NH2:15][C:16]([CH3:32])([CH2:19][N:20]1[N:24]=[C:23]2[C:25]([Cl:31])=[CH:26][C:27]([Cl:30])=[C:28]([Cl:29])[C:22]2=[N:21]1)[C:17]#[N:18]. (2) Given the product [C:15]([O:14][C:12]([N:4]1[C:5]2=[CH:6][N:7]=[CH:8][CH:9]=[C:10]2[C:2]([Br:1])=[CH:3]1)=[O:11])([CH3:18])([CH3:17])[CH3:16], predict the reactants needed to synthesize it. The reactants are: [Br:1][C:2]1[C:10]2[C:5](=[CH:6][N:7]=[CH:8][CH:9]=2)[NH:4][CH:3]=1.[O:11](C(OC(C)(C)C)=O)[C:12]([O:14][C:15]([CH3:18])([CH3:17])[CH3:16])=O. (3) Given the product [CH:19]1([N:23]2[CH2:29][CH2:28][CH2:27][N:26]([C:30]([N:32]3[CH2:33][CH:34]([O:36][C:43]4[CH:44]=[CH:45][C:40]([O:39][CH:38]([F:47])[F:37])=[CH:41][CH:42]=4)[CH2:35]3)=[O:31])[CH2:25][CH2:24]2)[CH2:22][CH2:21][CH2:20]1, predict the reactants needed to synthesize it. The reactants are: CC1C=NC2C(C=1C)=CC=C1C=2N=CC(C)=C1C.[CH:19]1([N:23]2[CH2:29][CH2:28][CH2:27][N:26]([C:30]([N:32]3[CH2:35][CH:34]([OH:36])[CH2:33]3)=[O:31])[CH2:25][CH2:24]2)[CH2:22][CH2:21][CH2:20]1.[F:37][CH:38]([F:47])[O:39][C:40]1[CH:45]=[CH:44][C:43](I)=[CH:42][CH:41]=1. (4) Given the product [Br:1][C:2]1[CH:7]=[CH:6][CH:5]=[CH:4][C:3]=1[S:8][CH2:10][C:11]([OH:13])=[O:12], predict the reactants needed to synthesize it. The reactants are: [Br:1][C:2]1[CH:7]=[CH:6][CH:5]=[CH:4][C:3]=1[SH:8].Br[CH2:10][C:11]([O:13]C)=[O:12].N1C=CC=CC=1.[OH-].[Na+]. (5) Given the product [CH:15]([O:14][C:12]([N:6]1[CH2:7][CH2:8][CH2:9][CH:10]([NH:24][C:25]2[CH:26]=[N:27][CH:28]=[CH:29][CH:30]=2)[C:4]2[CH:3]=[C:2]([CH3:1])[C:19]([C:20]([F:23])([F:22])[F:21])=[CH:18][C:5]1=2)=[O:13])([CH3:17])[CH3:16], predict the reactants needed to synthesize it. The reactants are: [CH3:1][C:2]1[C:19]([C:20]([F:23])([F:22])[F:21])=[CH:18][C:5]2[N:6]([C:12]([O:14][CH:15]([CH3:17])[CH3:16])=[O:13])[CH2:7][CH2:8][CH2:9][C:10](=O)[C:4]=2[CH:3]=1.[NH2:24][C:25]1[CH:26]=[N:27][CH:28]=[CH:29][CH:30]=1.C1(C)C=CC(S(O)(=O)=O)=CC=1.[BH4-].[Na+]. (6) Given the product [Cl:1][C:2]1[CH:7]=[CH:6][C:5]([C@@:8]23[O:15][C@@:12]([CH2:16][OH:17])([CH2:13][O:14]2)[C@@H:11]([OH:18])[C@H:10]([OH:19])[C@H:9]3[OH:20])=[CH:4][C:3]=1[CH2:21][C:22]1[CH:23]=[CH:24][C:25]([O:28][CH2:36][CH2:37][OH:38])=[CH:26][CH:27]=1, predict the reactants needed to synthesize it. The reactants are: [Cl:1][C:2]1[CH:7]=[CH:6][C:5]([C@@:8]23[O:15][C@@:12]([CH2:16][OH:17])([CH2:13][O:14]2)[C@@H:11]([OH:18])[C@H:10]([OH:19])[C@H:9]3[OH:20])=[CH:4][C:3]=1[CH2:21][C:22]1[CH:27]=[CH:26][C:25]([OH:28])=[CH:24][CH:23]=1.C(=O)([O-])[O-].[K+].[K+].Br[CH2:36][CH2:37][O:38]CC1C=CC=CC=1.O.